This data is from Forward reaction prediction with 1.9M reactions from USPTO patents (1976-2016). The task is: Predict the product of the given reaction. (1) Given the reactants [CH3:1][O:2][C:3]1[CH:4]=[C:5](B(O)O)[CH:6]=[C:7]([O:11][CH3:12])[C:8]=1[O:9][CH3:10].Br[C:17]1[CH:27]=[CH:26][C:20]([C:21]([O:23][CH2:24][CH3:25])=[O:22])=[CH:19][CH:18]=1, predict the reaction product. The product is: [CH3:1][O:2][C:3]1[CH:4]=[C:5]([C:17]2[CH:27]=[CH:26][C:20]([C:21]([O:23][CH2:24][CH3:25])=[O:22])=[CH:19][CH:18]=2)[CH:6]=[C:7]([O:11][CH3:12])[C:8]=1[O:9][CH3:10]. (2) Given the reactants [N:1]1[CH:6]=[CH:5][CH:4]=[C:3]([N:7]=[C:8]=S)[CH:2]=1.[NH2:10][C:11]1[CH:16]=[CH:15][CH:14]=[CH:13][C:12]=1[OH:17].C(N(CC)CC)C, predict the reaction product. The product is: [N:1]1[CH:6]=[CH:5][CH:4]=[C:3]([NH:7][C:8]2[O:17][C:12]3[CH:13]=[CH:14][CH:15]=[CH:16][C:11]=3[N:10]=2)[CH:2]=1. (3) Given the reactants [NH2:1][C:2]1[C:7]2[NH:8][C:9](=[S:16])[N:10]([CH2:11][CH2:12][CH2:13][C:14]#[CH:15])[C:6]=2[CH:5]=[CH:4][N:3]=1.[I:17][C:18]1[C:27](I)=[CH:26][C:21]2[O:22][CH2:23][CH2:24][O:25][C:20]=2[CH:19]=1.BrC1C(I)=CC2OCOC=2C=1.CC([O-])(C)C.[Na+].CC1C=CC2C=CC3C=CC(C)=NC=3C=2N=1.O, predict the reaction product. The product is: [I:17][C:18]1[C:27]([S:16][C:9]2[N:10]([CH2:11][CH2:12][CH2:13][C:14]#[CH:15])[C:6]3[CH:5]=[CH:4][N:3]=[C:2]([NH2:1])[C:7]=3[N:8]=2)=[CH:26][C:21]2[O:22][CH2:23][CH2:24][O:25][C:20]=2[CH:19]=1. (4) Given the reactants [CH3:1][C:2]1([CH3:11])[CH2:7][C:6]([CH3:9])([CH3:8])[CH2:5][C:4](=O)[CH2:3]1.[CH3:12][O:13][C:14]1[CH:37]=[CH:36][C:17]([C:18]([C:20]2[CH:25]=[CH:24][C:23]([NH:26][S:27]([C:30]3[CH:35]=[CH:34][CH:33]=[CH:32][CH:31]=3)(=[O:29])=[O:28])=[CH:22][CH:21]=2)=O)=[CH:16][CH:15]=1.C([O-])([O-])=O.[K+].[K+], predict the reaction product. The product is: [CH3:12][O:13][C:14]1[CH:15]=[CH:16][C:17]([C:18](=[C:4]2[CH2:3][C:2]([CH3:11])([CH3:1])[CH2:7][C:6]([CH3:9])([CH3:8])[CH2:5]2)[C:20]2[CH:25]=[CH:24][C:23]([NH:26][S:27]([C:30]3[CH:35]=[CH:34][CH:33]=[CH:32][CH:31]=3)(=[O:29])=[O:28])=[CH:22][CH:21]=2)=[CH:36][CH:37]=1. (5) Given the reactants C(O[C:4](=[O:14])[CH2:5][C:6](=O)[C:7]1[CH:12]=[CH:11][CH:10]=[CH:9][CH:8]=1)C.C(O)(=O)C(O)=O.[CH2:21]([NH:23][NH2:24])[CH3:22].C([O-])([O-])=O.[Na+].[Na+], predict the reaction product. The product is: [CH2:21]([N:23]1[C:4]([OH:14])=[CH:5][C:6]([C:7]2[CH:8]=[CH:9][CH:10]=[CH:11][CH:12]=2)=[N:24]1)[CH3:22]. (6) Given the reactants [NH2:1][C:2]1[C:10]2[C:9]([C:11]3[CH:16]=[CH:15][C:14]([Cl:17])=[C:13]([Cl:18])[CH:12]=3)=[N:8][C:7]([CH2:19][C@H:20]([CH3:30])[CH2:21][O:22]CC3C=CC=CC=3)=[N:6][C:5]=2[S:4][C:3]=1[C:31]([NH2:33])=[O:32].B(Br)(Br)Br.CO, predict the reaction product. The product is: [NH2:1][C:2]1[C:10]2[C:9]([C:11]3[CH:16]=[CH:15][C:14]([Cl:17])=[C:13]([Cl:18])[CH:12]=3)=[N:8][C:7]([CH2:19][C@H:20]([CH3:30])[CH2:21][OH:22])=[N:6][C:5]=2[S:4][C:3]=1[C:31]([NH2:33])=[O:32]. (7) The product is: [CH3:1][N:2]1[C:6]([CH:7]2[CH2:13][O:12][CH2:11][C:10](=[O:14])[CH2:9][CH2:8]2)=[C:5]([N+:15]([O-:17])=[O:16])[CH:4]=[N:3]1. Given the reactants [CH3:1][N:2]1[C:6]([CH:7]2[CH2:13][O:12][CH2:11][CH:10]([OH:14])[CH2:9][CH2:8]2)=[C:5]([N+:15]([O-:17])=[O:16])[CH:4]=[N:3]1.CC(OI1(OC(C)=O)(OC(C)=O)OC(=O)C2C=CC=CC1=2)=O.C(=O)(O)[O-].[Na+], predict the reaction product. (8) Given the reactants [Cl:1][C:2]1[N:3]=[CH:4][C:5]2[C:10]([CH:11]=1)=[CH:9][CH:8]=[CH:7][C:6]=2[C:12](O)=[O:13].B.C1COCC1.[OH-].[Na+], predict the reaction product. The product is: [Cl:1][C:2]1[N:3]=[CH:4][C:5]2[C:10]([CH:11]=1)=[CH:9][CH:8]=[CH:7][C:6]=2[CH2:12][OH:13]. (9) The product is: [Br:28][CH2:21][C:7]([C:6]1[CH:10]=[CH:11][C:12]([C:13]([F:16])([F:15])[F:14])=[C:4]([N+:1]([O-:3])=[O:2])[CH:5]=1)=[O:9]. Given the reactants [N+:1]([C:4]1[CH:5]=[C:6]([CH:10]=[CH:11][C:12]=1[C:13]([F:16])([F:15])[F:14])[C:7]([OH:9])=O)([O-:3])=[O:2].S(Cl)(Cl)=O.[CH3:21][Si](C=[N+]=[N-])(C)C.[BrH:28].CC(O)=O.N#N, predict the reaction product. (10) The product is: [Cl:3][C:4]1[CH:9]=[CH:8][C:7]([C:10]2([C:11]#[N:12])[CH2:17][CH2:16][O:15][CH2:14]2)=[CH:6][CH:5]=1. Given the reactants [H-].[Na+].[Cl:3][C:4]1[CH:9]=[CH:8][C:7]([CH2:10][C:11]#[N:12])=[CH:6][CH:5]=1.Cl[CH2:14][O:15][CH2:16][CH2:17]Cl.C(OCC)C, predict the reaction product.